This data is from Forward reaction prediction with 1.9M reactions from USPTO patents (1976-2016). The task is: Predict the product of the given reaction. (1) Given the reactants C(OC([N:11]1[CH2:16][CH2:15][CH2:14][CH:13]([N:17]2[C:21]([C:22]3[CH:27]=[CH:26][CH:25]=[CH:24][CH:23]=3)=[C:20]([C:28]([N:30]3[CH2:35][CH2:34][N:33]([C:36]([O:38][C:39]([CH3:42])([CH3:41])[CH3:40])=[O:37])[CH2:32][CH2:31]3)=[O:29])[NH:19][C:18]2=[O:43])[CH2:12]1)=O)C1C=CC=CC=1, predict the reaction product. The product is: [O:43]=[C:18]1[NH:19][C:20]([C:28]([N:30]2[CH2:31][CH2:32][N:33]([C:36]([O:38][C:39]([CH3:42])([CH3:41])[CH3:40])=[O:37])[CH2:34][CH2:35]2)=[O:29])=[C:21]([C:22]2[CH:27]=[CH:26][CH:25]=[CH:24][CH:23]=2)[N:17]1[CH:13]1[CH2:14][CH2:15][CH2:16][NH:11][CH2:12]1. (2) The product is: [Cl:6][C:7]1[CH:8]=[C:9]([C:13]2[N:18]=[C:17]([O:19][C:20]3[N:25]=[CH:24][C:23]([CH2:26][C:27]([NH2:28])=[O:2])=[CH:22][CH:21]=3)[CH:16]=[C:15]([CH2:29][CH3:30])[N:14]=2)[CH:10]=[CH:11][CH:12]=1. Given the reactants S(=O)(=O)(O)[OH:2].[Cl:6][C:7]1[CH:8]=[C:9]([C:13]2[N:18]=[C:17]([O:19][C:20]3[N:25]=[CH:24][C:23]([CH2:26][C:27]#[N:28])=[CH:22][CH:21]=3)[CH:16]=[C:15]([CH2:29][CH3:30])[N:14]=2)[CH:10]=[CH:11][CH:12]=1, predict the reaction product. (3) Given the reactants [ClH:1].[F:2][C:3]1[CH:4]=[C:5]([C:10]2[C:18]3[C:13](=[CH:14][C:15]([O:19][CH2:20][CH2:21][N:22]4[CH2:27][CH2:26][S:25](=[O:29])(=[O:28])[CH2:24][CH2:23]4)=[CH:16][CH:17]=3)[C:12](=[O:30])[C:11]=2[C:31]2[CH:32]=[N:33][C:34]3[C:39]([CH:40]=2)=CC=CC=3)[CH:6]=[C:7]([F:9])[CH:8]=1.[O:41]1CCN(CCOC2C=C3C(C(C4C=CC=CC=4)=C(Br)C3=O)=CC=2)C[CH2:42]1.COC1N=CC(B(O)O)=CC=1, predict the reaction product. The product is: [ClH:1].[F:9][C:7]1[CH:6]=[C:5]([C:10]2[C:18]3[C:13](=[CH:14][C:15]([O:19][CH2:20][CH2:21][N:22]4[CH2:23][CH2:24][S:25](=[O:29])(=[O:28])[CH2:26][CH2:27]4)=[CH:16][CH:17]=3)[C:12](=[O:30])[C:11]=2[C:31]2[CH:32]=[N:33][C:34]([O:41][CH3:42])=[CH:39][CH:40]=2)[CH:4]=[C:3]([F:2])[CH:8]=1.